This data is from Forward reaction prediction with 1.9M reactions from USPTO patents (1976-2016). The task is: Predict the product of the given reaction. (1) Given the reactants [OH:1][C:2]1[CH:11]=[CH:10][CH:9]=[C:8]2[C:3]=1[C:4](=O)[CH:5]=[CH:6][O:7]2, predict the reaction product. The product is: [O:7]1[C:8]2[CH:9]=[CH:10][CH:11]=[C:2]([OH:1])[C:3]=2[CH2:4][CH2:5][CH2:6]1. (2) The product is: [ClH:1].[Cl:1][C:2]1[C:3]2[C:7]([CH:8]=[CH:9][C:10]=1[F:11])=[N:6][N:5]1[C:12]([CH:17]3[CH2:22][CH2:21][NH:20][CH2:19][CH2:18]3)=[CH:13][C:14](=[O:16])[NH:15][C:4]=21. Given the reactants [Cl:1][C:2]1[C:3]2[C:7]([CH:8]=[CH:9][C:10]=1[F:11])=[N:6][N:5]1[C:12]([CH:17]3[CH2:22][CH2:21][N:20](C(OC(C)(C)C)=O)[CH2:19][CH2:18]3)=[CH:13][C:14](=[O:16])[NH:15][C:4]=21.Cl, predict the reaction product. (3) Given the reactants [NH:1]1[C:5]2=[N:6][CH:7]=[CH:8][CH:9]=[C:4]2[C:3]([CH:10]=[C:11]2[O:15][C:14]([NH:16][C:17]3[CH:22]=[CH:21][CH:20]=[CH:19][CH:18]=3)=[C:13](C(OCC)=O)[C:12]2=[O:28])=[CH:2]1, predict the reaction product. The product is: [NH:1]1[C:5]2=[N:6][CH:7]=[CH:8][CH:9]=[C:4]2[C:3]([CH:10]=[C:11]2[C:12](=[O:28])[CH:13]=[C:14]([NH:16][C:17]3[CH:22]=[CH:21][CH:20]=[CH:19][CH:18]=3)[O:15]2)=[CH:2]1. (4) Given the reactants [CH3:1][C:2]1[CH:7]=[C:6]([CH3:8])[NH:5][C:4](=[O:9])[C:3]=1[CH2:10][NH:11][C:12]([C:14]1[C:15]([CH3:36])=[C:16]([CH:19]([C@H:22]2[CH2:27][CH2:26][C@H:25]([NH:28]C(=O)OC(C)(C)C)[CH2:24][CH2:23]2)[CH2:20][CH3:21])[S:17][CH:18]=1)=[O:13].Cl.O1CCOCC1, predict the reaction product. The product is: [NH2:28][C@H:25]1[CH2:24][CH2:23][C@H:22]([CH:19]([C:16]2[S:17][CH:18]=[C:14]([C:12]([NH:11][CH2:10][C:3]3[C:4](=[O:9])[NH:5][C:6]([CH3:8])=[CH:7][C:2]=3[CH3:1])=[O:13])[C:15]=2[CH3:36])[CH2:20][CH3:21])[CH2:27][CH2:26]1.